From a dataset of Catalyst prediction with 721,799 reactions and 888 catalyst types from USPTO. Predict which catalyst facilitates the given reaction. (1) Reactant: [C:1]([OH:7])([C:3]([F:6])([F:5])[F:4])=[O:2].[CH3:8][CH:9]([O:13][C:14]1[N:22]=[C:21]2[C:17]([N:18]=[C:19]([O:29][CH3:30])[N:20]2C2CCCCO2)=[C:16]([NH2:31])[N:15]=1)[CH2:10][O:11][CH3:12]. Product: [F:4][C:3]([F:6])([F:5])[C:1]([OH:7])=[O:2].[CH3:8][CH:9]([O:13][C:14]1[N:22]=[C:21]2[C:17]([N:18]=[C:19]([O:29][CH3:30])[NH:20]2)=[C:16]([NH2:31])[N:15]=1)[CH2:10][O:11][CH3:12]. The catalyst class is: 5. (2) Reactant: C(OC(=O)CCCOC1C=CC=C(CCCCCCOC2C=C(C3C=CC(F)=C(F)C=3)C=C(C(=O)N(C)C)C=2)C=1CCC(OCC)=O)C.[CH2:49]([O:51][C:52](=[O:93])[CH2:53][CH2:54][CH2:55][O:56][C:57]1[CH:62]=[CH:61][CH:60]=[C:59]([CH2:63][CH2:64][CH2:65][CH2:66][CH2:67][CH2:68][O:69][C:70]2[CH:75]=[C:74]([C:76]([N:78]3[CH2:82][CH2:81][C:80]([F:84])([F:83])[CH2:79]3)=[O:77])[CH:73]=[C:72](Br)[CH:71]=2)[C:58]=1[CH2:86][CH2:87][C:88]([O:90][CH2:91][CH3:92])=[O:89])[CH3:50].[CH2:94]1[O:102][C:101]2[CH:100]=[CH:99][C:98](B(O)O)=[CH:97][C:96]=2[O:95]1.C(=O)([O-])[O-].[Cs+].[Cs+]. Product: [CH2:49]([O:51][C:52](=[O:93])[CH2:53][CH2:54][CH2:55][O:56][C:57]1[CH:62]=[CH:61][CH:60]=[C:59]([CH2:63][CH2:64][CH2:65][CH2:66][CH2:67][CH2:68][O:69][C:70]2[CH:75]=[C:74]([C:76]([N:78]3[CH2:82][CH2:81][C:80]([F:84])([F:83])[CH2:79]3)=[O:77])[CH:73]=[C:72]([C:99]3[CH:98]=[CH:97][C:96]4[O:95][CH2:94][O:102][C:101]=4[CH:100]=3)[CH:71]=2)[C:58]=1[CH2:86][CH2:87][C:88]([O:90][CH2:91][CH3:92])=[O:89])[CH3:50]. The catalyst class is: 438. (3) Reactant: Br[C:2]1[C:7]([Cl:8])=[CH:6][C:5]([Cl:9])=[CH:4][C:3]=1[Cl:10].[C:11]1([Si:17]([C:30]#[CH:31])([C:24]2[CH:29]=[CH:28][CH:27]=[CH:26][CH:25]=2)[C:18]2[CH:23]=[CH:22][CH:21]=[CH:20][CH:19]=2)[CH:16]=[CH:15][CH:14]=[CH:13][CH:12]=1.C(N(CC)CC)C. Product: [C:24]1([Si:17]([C:11]2[CH:12]=[CH:13][CH:14]=[CH:15][CH:16]=2)([C:18]2[CH:19]=[CH:20][CH:21]=[CH:22][CH:23]=2)[C:30]#[C:31][C:2]2[C:7]([Cl:8])=[CH:6][C:5]([Cl:9])=[CH:4][C:3]=2[Cl:10])[CH:25]=[CH:26][CH:27]=[CH:28][CH:29]=1. The catalyst class is: 185. (4) Reactant: [F:1][C:2]1([F:32])[CH2:5][N:4]([C:6]([C:8]2[CH:9]=[C:10]3[C:18](=[CH:19][CH:20]=2)[NH:17][C:16]2[CH:15]=[C:14]([C:21]4[C:22]([CH3:27])=[N:23][O:24][C:25]=4[CH3:26])[CH:13]=[C:12]([C:28]([NH:30][CH3:31])=[O:29])[C:11]3=2)=[O:7])[CH2:3]1.C(=O)([O-])[O-].[K+].[K+].C1OCCOCCOCCOCCOCCOC1.Br[CH2:58][C:59]1[CH:64]=[CH:63][C:62]([Cl:65])=[CH:61][CH:60]=1. Product: [Cl:65][C:62]1[CH:63]=[CH:64][C:59]([CH2:58][N:17]2[C:16]3[CH:15]=[C:14]([C:21]4[C:22]([CH3:27])=[N:23][O:24][C:25]=4[CH3:26])[CH:13]=[C:12]([C:28]([NH:30][CH3:31])=[O:29])[C:11]=3[C:10]3[C:18]2=[CH:19][CH:20]=[C:8]([C:6]([N:4]2[CH2:5][C:2]([F:1])([F:32])[CH2:3]2)=[O:7])[CH:9]=3)=[CH:60][CH:61]=1. The catalyst class is: 21.